From a dataset of Forward reaction prediction with 1.9M reactions from USPTO patents (1976-2016). Predict the product of the given reaction. (1) Given the reactants Cl[C:2]1[N:7]=[C:6]([NH:8][CH3:9])[C:5]([F:10])=[CH:4][N:3]=1.[NH2:11][C:12]1[CH:20]=[CH:19][C:15]([C:16]([OH:18])=[O:17])=[CH:14][C:13]=1[O:21][CH3:22].Cl, predict the reaction product. The product is: [F:10][C:5]1[C:6]([NH:8][CH3:9])=[N:7][C:2]([NH:11][C:12]2[CH:20]=[CH:19][C:15]([C:16]([OH:18])=[O:17])=[CH:14][C:13]=2[O:21][CH3:22])=[N:3][CH:4]=1. (2) Given the reactants Br[C:2]1[C:3]([N:22]([CH2:24][CH2:25][OH:26])[CH3:23])=[N:4][CH:5]=[C:6]([CH:21]=1)[C:7]([NH:9][C:10]1[CH:15]=[CH:14][C:13]([O:16][C:17]([Cl:20])([F:19])[F:18])=[CH:12][CH:11]=1)=[O:8].[N:27]1[CH:32]=[C:31](B(O)O)[CH:30]=[N:29][CH:28]=1, predict the reaction product. The product is: [Cl:20][C:17]([F:19])([F:18])[O:16][C:13]1[CH:14]=[CH:15][C:10]([NH:9][C:7](=[O:8])[C:6]2[CH:21]=[C:2]([C:31]3[CH:32]=[N:27][CH:28]=[N:29][CH:30]=3)[C:3]([N:22]([CH2:24][CH2:25][OH:26])[CH3:23])=[N:4][CH:5]=2)=[CH:11][CH:12]=1.